From a dataset of Full USPTO retrosynthesis dataset with 1.9M reactions from patents (1976-2016). Predict the reactants needed to synthesize the given product. The reactants are: [CH3:1][O:2][C:3](=[O:7])[CH2:4][CH:5]=[CH2:6].[Cl:8][C:9]([Cl:14])(Cl)[C:10](Cl)=[O:11]. Given the product [CH3:1][O:2][C:3](=[O:7])[CH2:4][CH:5]1[CH2:6][C:10](=[O:11])[C:9]1([Cl:14])[Cl:8], predict the reactants needed to synthesize it.